The task is: Binary Classification. Given a miRNA mature sequence and a target amino acid sequence, predict their likelihood of interaction.. This data is from Experimentally validated miRNA-target interactions with 360,000+ pairs, plus equal number of negative samples. (1) The miRNA is hsa-miR-199a-5p with sequence CCCAGUGUUCAGACUACCUGUUC. The protein sequence of the target gene is MEDRLQMDNGLIAQKIVSVHLKDPALKELGKASDKQVQGPPPGPEASPEAQPAQGVMEHAGQGDCKAAGEGPSPRRRGCAPESEPAADGDPGLSSPELCQLHLSICHECLELENSTIDSVRSASAENIPDLPCDHSGVEGAAGELCPERKGKRVNISGKAPNILLYVGSGSEEALGRLQQVRSVLTDCVDTDSYTLYHLLEDSALRDPWSDNCLLLVIASRDPIPKDIQHKFMAYLSQGGKVLGLSSPFTLGGFRVTRRDVLRNTVQNLVFSKADGTEVRLSVLSSGYVYEEGPSLGRLQ.... Result: 0 (no interaction). (2) The miRNA is hsa-miR-6506-3p with sequence UCGUAUCAGAGAUUCCAGACAC. The protein sequence of the target gene is MAARRITQETFDAVLQEKAKRYHMDASGEAVSETLQFKAQDLLRAVPRSRAEMYDDVHSDGRYSLSGSVAHSRDAGREGLRSDVFPGPSFRSSNPSISDDSYFRKECGRDLEFSHSDSRDQVIGHRKLGHFRSQDWKFALRGSWEQDFGHPVSQESSWSQEYSFGPSAVLGDFGSSRLIEKECLEKESRDYDVDHPGEADSVLRGGSQVQARGRALNIVDQEGSLLGKGETQGLLTAKGGVGKLVTLRNVSTKKIPTVNRITPKTQGTNQIQKNTPSPDVTLGTNPGTEDIQFPIQKIPL.... Result: 0 (no interaction). (3) The miRNA is mmu-miR-466a-3p with sequence UAUACAUACACGCACACAUAAGA. The protein sequence of the target gene is MAVRQALGRGLQLGRALLLRFTGKPGRAYGLGRPGPAAGCVRGERPGWAAGPGAEPRRVGLGLPNRLRFFRQSVAGLAARLQRQFVVRAWGCAGPCGRAVFLAFGLGLGLIEEKQAESRRAVSACQEIQAIFTQKSKPGPDPLDTRRLQGFRLEEYLIGQSIGKGCSAAVYEATMPTLPQNLEVTKSTGLLPGRGPGTSAPGEGQERAPGAPAFPLAIKMMWNISAGSSSEAILNTMSQELVPASRVALAGEYGAVTYRKSKRGPKQLAPHPNIIRVLRAFTSSVPLLPGALVDYPDVLP.... Result: 0 (no interaction). (4) The miRNA is hsa-miR-5685 with sequence ACAGCCCAGCAGUUAUCACGGG. The protein sequence of the target gene is MALPSRILLWKLVLLQSSAVLLHSGSSVPAAAGSSVVSESAVSWEAGARAVLRCQSPRMVWTQDRLHDRQRVLHWDLRGPGGGPARRLLDLYSAGEQRVYEARDRGRLELSASAFDDGNFSLLIRAVEETDAGLYTCNLHHHYCHLYESLAVRLEVTDGPPATPAYWDGEKEVLAVARGAPALLTCVNRGHVWTDRHVEEAQQVVHWDRQPPGVPHDRADRLLDLYASGERRAYGPLFLRDRVAVGADAFERGDFSLRIEPLEVADEGTYSCHLHHHYCGLHERRVFHLTVAEPHAEPPP.... Result: 1 (interaction). (5) The miRNA is hsa-miR-8073 with sequence ACCUGGCAGCAGGGAGCGUCGU. The protein sequence of the target gene is MFSINPLENLKLYISSRPPLVVFMISVSAMAIAFLTLGYFFKIKEIKSPEMAEDWNTFLLRFNDLDLCVSENETLKHLSNDTTTPESTMTVGQARSSTQPPQSLEESGPINISVAITLTLDPLKPFGGYSRNVTHLYSTILGHQIGLSGREAHEEINITFTLPAAWNADDCALHGHCEQAVFTACMTLTAAPGVFPVTVQPPHCIPDTYSNATLWYKIFTTARDANTKYAQDYNPFWCYKGAIGKVYHALNPKLTVVVPDDDRSLINLHLMHTSYFLFVMVITMFCYAVIKGRPSKLRQS.... Result: 0 (no interaction). (6) The miRNA is hsa-miR-6769a-5p with sequence AGGUGGGUAUGGAGGAGCCCU. The protein sequence of the target gene is MESLLRFLALLLLRGAVAEGPAKKVLTLEGDLVLGGLFPVHQKGGPAEECGPVNEHRGIQRLEAMLFALDRINRDPHLLPGVRLGAHILDSCSKDTHALEQALDFVRASLSRGADGSRHICPDGSYATLSDAPTAITGVIGGSYSDVSIQVANLLRLFQIPQISYASTSAKLSDKSRYDYFARTVPPDFFQAKAMAEILRFFNWTYVSTVASEGDYGETGIEAFELEARARNICVATSEKVGRAMSRAAFEGVVRALLQKPSARVAVLFTRSEDARELLAATQRLNASFTWVASDGWGAL.... Result: 0 (no interaction). (7) The miRNA is mmu-miR-764-3p with sequence AGGAGGCCAUAGUGGCAACUGU. The protein sequence of the target gene is MGPLSAPPCTQRITWKGLLLTALLLNFWNLPTTAQVTIEAEPTKVSKGKDVLLLVHNLPQNLAGYIWYKGQMKDLYHYITSYVVDGQIIIYGPAYSGRETVYSNASLLIQNVTREDAGSYTLHIVKRGDGTRGETGHFTFTLYLETPKPSISSSNLYPREDMEAVSLTCDPETPDASYLWWMNGQSLPMTHSLQLSKNKRTLFLFGVTKYTAGPYECEIRNPVSASRSDPVTLNLLPKLPKPYITINNLNPRENKDVLAFTCEPKSENYTYIWWLNGQSLPVSPRVKRPIENRILILPSV.... Result: 0 (no interaction).